Dataset: Forward reaction prediction with 1.9M reactions from USPTO patents (1976-2016). Task: Predict the product of the given reaction. Given the reactants [Cl:1][C:2]1[N:3]=[CH:4][NH:5][C:6]=1[Cl:7].[OH-].[K+].[Br:10][CH:11]([CH3:18])[CH2:12][CH2:13][CH2:14][C:15]([OH:17])=[O:16].BrCC[C:22]1[C:31]2[C:26](=[CH:27][CH:28]=[CH:29][CH:30]=2)[CH:25]=[CH:24][CH:23]=1.Br.[C:33](#N)[CH3:34], predict the reaction product. The product is: [Br-:10].[C:15]([CH2:14][CH2:13][CH2:12][CH2:11][CH2:18][N:3]1[C:2]([Cl:1])=[C:6]([Cl:7])[N+:5]([CH2:33][CH2:34][C:24]2[CH:23]=[CH:22][C:31]3[C:26](=[CH:27][CH:28]=[CH:29][CH:30]=3)[CH:25]=2)=[CH:4]1)([OH:17])=[O:16].